From a dataset of Reaction yield outcomes from USPTO patents with 853,638 reactions. Predict the reaction yield, written as a fraction of the theoretical maximum amount of product (1.0 means a 100% yield; for example, 0.34 means a 34% yield). (1) The reactants are [CH3:1][C:2]1[N:3]([CH2:28][C:29]([O:31]CC)=[O:30])[C:4]2[CH2:5][CH2:6][C:7]([CH3:27])([CH3:26])[CH2:8][C:9]=2[C:10]=1[S:11][C:12]1[CH:17]=[CH:16][C:15]([S:18]([N:21]2[CH2:25][CH2:24][CH2:23][CH2:22]2)(=[O:20])=[O:19])=[CH:14][CH:13]=1.[OH-].[Na+]. The catalyst is C1COCC1.O. The product is [CH3:1][C:2]1[N:3]([CH2:28][C:29]([OH:31])=[O:30])[C:4]2[CH2:5][CH2:6][C:7]([CH3:27])([CH3:26])[CH2:8][C:9]=2[C:10]=1[S:11][C:12]1[CH:13]=[CH:14][C:15]([S:18]([N:21]2[CH2:22][CH2:23][CH2:24][CH2:25]2)(=[O:20])=[O:19])=[CH:16][CH:17]=1. The yield is 0.680. (2) The reactants are [NH2:1][C:2]1[CH:3]=[CH:4][CH:5]=[C:6]2[C:10]=1[NH:9][CH:8]=[CH:7]2.[F:11][C:12]1[CH:17]=[CH:16][C:15]([C:18](O)([CH2:21][CH3:22])[CH2:19][CH3:20])=[CH:14][CH:13]=1. No catalyst specified. The product is [CH2:19]([C:18]([C:7]1[C:6]2[C:10](=[C:2]([NH2:1])[CH:3]=[CH:4][CH:5]=2)[NH:9][CH:8]=1)([C:15]1[CH:14]=[CH:13][C:12]([F:11])=[CH:17][CH:16]=1)[CH2:21][CH3:22])[CH3:20]. The yield is 0.850. (3) The reactants are CCN(C(C)C)C(C)C.[C:10]([C:14]1[N:18]([CH2:19][CH:20]2[CH2:25][CH2:24][O:23][CH2:22][CH2:21]2)[C:17]2[CH:26]=[CH:27][C:28]([S:30]([N:33]3[CH:37]=[CH:36][C:35]([C:38]([OH:40])=O)=[CH:34]3)(=[O:32])=[O:31])=[CH:29][C:16]=2[N:15]=1)([CH3:13])([CH3:12])[CH3:11].[CH2:41]([CH2:43][NH2:44])[OH:42].CN(C(ON1N=NC2C=CC=NC1=2)=[N+](C)C)C.F[P-](F)(F)(F)(F)F. The catalyst is CN(C=O)C. The product is [C:10]([C:14]1[N:18]([CH2:19][CH:20]2[CH2:25][CH2:24][O:23][CH2:22][CH2:21]2)[C:17]2[CH:26]=[CH:27][C:28]([S:30]([N:33]3[CH:37]=[CH:36][C:35]([C:38]([NH:44][CH2:43][CH2:41][OH:42])=[O:40])=[CH:34]3)(=[O:31])=[O:32])=[CH:29][C:16]=2[N:15]=1)([CH3:11])([CH3:12])[CH3:13]. The yield is 0.720.